This data is from Full USPTO retrosynthesis dataset with 1.9M reactions from patents (1976-2016). The task is: Predict the reactants needed to synthesize the given product. (1) Given the product [Cl:67][CH2:65][C:10]1[CH:11]=[C:12]([CH:24]=[CH:25][CH:26]=1)[O:13][C:14]1[CH:19]=[CH:18][C:17]([C:20]([F:23])([F:22])[F:21])=[CH:16][N+:15]=1[O-:35], predict the reactants needed to synthesize it. The reactants are: C(OP(C[C:10]1[CH:11]=[C:12]([CH:24]=[CH:25][CH:26]=1)[O:13][C:14]1[CH:19]=[CH:18][C:17]([C:20]([F:23])([F:22])[F:21])=[CH:16][N:15]=1)(OCC)=O)C.FC(F)(F)C1C=CC([O:35]C2C=C(C=C3CCC(C(O)=O)CC3)C=CC=2)=NC=1.ClC1C=CC=C(C(OO)=O)C=1.[CH2:65]([Cl:67])Cl. (2) The reactants are: Cl[C:2]1[N:3]=[C:4]([N:23]2[CH2:28][CH2:27][O:26][CH2:25][CH2:24]2)[C:5]2[S:10][C:9]([CH:11]([C:13]3[CH:18]=[CH:17][C:16]([S:19]([CH3:22])(=[O:21])=[O:20])=[CH:15][CH:14]=3)[OH:12])=[CH:8][C:6]=2[N:7]=1.CC1(C)C(C)(C)OB([C:37]2[CH:45]=[CH:44][CH:43]=[C:42]3[C:38]=2[CH:39]=[N:40][NH:41]3)O1. Given the product [NH:41]1[C:42]2[C:38](=[C:37]([C:2]3[N:3]=[C:4]([N:23]4[CH2:28][CH2:27][O:26][CH2:25][CH2:24]4)[C:5]4[S:10][C:9]([CH:11]([C:13]5[CH:18]=[CH:17][C:16]([S:19]([CH3:22])(=[O:21])=[O:20])=[CH:15][CH:14]=5)[OH:12])=[CH:8][C:6]=4[N:7]=3)[CH:45]=[CH:44][CH:43]=2)[CH:39]=[N:40]1, predict the reactants needed to synthesize it. (3) Given the product [CH3:7][O:8][C:9]1[CH:18]=[C:17]([O:19][CH3:20])[CH:16]=[C:15]2[C:10]=1[C:11](=[O:34])[NH:12][C:13]([C:21]1[C:26]([NH:27][CH:28]3[CH2:33][CH2:32][N:31]([C:2]([NH:1][CH:4]([CH3:6])[CH3:5])=[O:3])[CH2:30][CH2:29]3)=[CH:25][CH:24]=[CH:23][N:22]=1)=[N:14]2, predict the reactants needed to synthesize it. The reactants are: [N:1]([CH:4]([CH3:6])[CH3:5])=[C:2]=[O:3].[CH3:7][O:8][C:9]1[CH:18]=[C:17]([O:19][CH3:20])[CH:16]=[C:15]2[C:10]=1[C:11](=[O:34])[NH:12][C:13]([C:21]1[C:26]([NH:27][CH:28]3[CH2:33][CH2:32][NH:31][CH2:30][CH2:29]3)=[CH:25][CH:24]=[CH:23][N:22]=1)=[N:14]2.C(N(CC)CC)C. (4) Given the product [F:1][C:2]1[CH:11]=[C:10]2[C:5]([C:6](=[N:32][C:31]#[N:30])[CH2:7][CH:8]([C:12]3[CH:17]=[CH:16][CH:15]=[CH:14][CH:13]=3)[O:9]2)=[CH:4][C:3]=1[C:19]1[C:20]([F:25])=[N:21][CH:22]=[CH:23][CH:24]=1, predict the reactants needed to synthesize it. The reactants are: [F:1][C:2]1[CH:11]=[C:10]2[C:5]([C:6](=O)[CH2:7][CH:8]([C:12]3[CH:17]=[CH:16][CH:15]=[CH:14][CH:13]=3)[O:9]2)=[CH:4][C:3]=1[C:19]1[C:20]([F:25])=[N:21][CH:22]=[CH:23][CH:24]=1.C[Si]([N:30]=[C:31]=[N:32][Si](C)(C)C)(C)C. (5) Given the product [CH2:24]([O:23][C:16]1[CH:17]=[C:18]([C:19]([F:22])([F:21])[F:20])[N:14]([C:11]2[CH:12]=[CH:13][C:8]([NH:7][C:5]([C:4]3[CH:3]=[C:2]([C:39]4[CH:38]=[CH:37][C:36]([C:34]([N:29]5[CH2:30][CH2:31][CH2:32][CH2:33]5)=[O:35])=[CH:41][CH:40]=4)[CH:28]=[CH:27][CH:26]=3)=[O:6])=[N:9][CH:10]=2)[N:15]=1)[CH3:25], predict the reactants needed to synthesize it. The reactants are: Br[C:2]1[CH:3]=[C:4]([CH:26]=[CH:27][CH:28]=1)[C:5]([NH:7][C:8]1[CH:13]=[CH:12][C:11]([N:14]2[C:18]([C:19]([F:22])([F:21])[F:20])=[CH:17][C:16]([O:23][CH2:24][CH3:25])=[N:15]2)=[CH:10][N:9]=1)=[O:6].[N:29]1([C:34]([C:36]2[CH:41]=[CH:40][C:39](B(O)O)=[CH:38][CH:37]=2)=[O:35])[CH2:33][CH2:32][CH2:31][CH2:30]1.C(=O)([O-])[O-].[Cs+].[Cs+]. (6) Given the product [Br:11][C:12]1[C:13]([F:41])=[C:14]([C:36]([OH:6])=[CH:37][CH:38]=1)[O:15][C:16]1[CH:17]=[C:18]([C:29]([NH:31][C:32]([CH3:35])([CH3:33])[CH3:34])=[O:30])[CH:19]=[C:20]([CH:28]=1)[C:21]([NH:23][C:24]([CH3:27])([CH3:25])[CH3:26])=[O:22], predict the reactants needed to synthesize it. The reactants are: OO.FC(F)(F)C(OO)=[O:6].[Br:11][C:12]1[C:13]([F:41])=[C:14]([C:36](C=O)=[CH:37][CH:38]=1)[O:15][C:16]1[CH:17]=[C:18]([C:29]([NH:31][C:32]([CH3:35])([CH3:34])[CH3:33])=[O:30])[CH:19]=[C:20]([CH:28]=1)[C:21]([NH:23][C:24]([CH3:27])([CH3:26])[CH3:25])=[O:22].P([O-])([O-])([O-])=O.[K+].[K+].[K+].O[Li].O. (7) Given the product [O:22]=[C:16]1[CH:15]([N:7]2[C:6](=[O:23])[C:5]3[C:10](=[CH:11][CH:12]=[CH:13][C:4]=3[CH2:3][NH:2][C:28](=[O:29])[C:27]3[CH:31]=[CH:32][CH:33]=[C:25]([F:24])[CH:26]=3)[N:9]=[C:8]2[CH3:14])[CH2:20][CH2:19][C:18](=[O:21])[NH:17]1, predict the reactants needed to synthesize it. The reactants are: Cl.[NH2:2][CH2:3][C:4]1[CH:13]=[CH:12][CH:11]=[C:10]2[C:5]=1[C:6](=[O:23])[N:7]([CH:15]1[CH2:20][CH2:19][C:18](=[O:21])[NH:17][C:16]1=[O:22])[C:8]([CH3:14])=[N:9]2.[F:24][C:25]1[CH:26]=[C:27]([CH:31]=[CH:32][CH:33]=1)[C:28](Cl)=[O:29].C(N(CC)C(C)C)(C)C. (8) Given the product [CH3:19][N:20]([CH3:32])[C:21]1[CH:30]=[C:29]2[C:24]([C:25]([C:7]3[CH:8]=[C:3]([O:2][CH3:1])[C:4]([O:12][CH3:13])=[C:5]([O:10][CH3:11])[CH:6]=3)=[CH:26][CH2:27][O:28]2)=[CH:23][CH:22]=1, predict the reactants needed to synthesize it. The reactants are: [CH3:1][O:2][C:3]1[CH:8]=[CH:7][C:6](I)=[C:5]([O:10][CH3:11])[C:4]=1[O:12][CH3:13].C([Li])CCC.[CH3:19][N:20]([CH3:32])[C:21]1[CH:30]=[C:29]2[C:24]([C:25](=O)[CH2:26][CH2:27][O:28]2)=[CH:23][CH:22]=1.[NH4+].[Cl-].Cl. (9) Given the product [F:1][C:2]1[CH:3]=[C:4]2[C:8](=[CH:9][CH:10]=1)[NH:7][CH:6]=[C:5]2[CH2:11][CH2:12][CH2:13][NH:14][CH2:15][CH2:24][CH2:23][C@H:18]1[CH2:19][C:20]2[C:21](=[CH:22][CH:29]=[CH:28][C:27]=2[O:30][CH3:35])[O:33][CH2:31]1, predict the reactants needed to synthesize it. The reactants are: [F:1][C:2]1[CH:3]=[C:4]2[C:8](=[CH:9][CH:10]=1)[NH:7][CH:6]=[C:5]2[CH2:11][CH2:12][CH2:13][NH:14][C@H:15]1[CH2:24][C:23]2[C:18](=[CH:19][CH:20]=[CH:21][C:22]=2OC)OC1.[CH:27](=[O:30])[CH2:28][CH3:29].[C:31](O)(=[O:33])C.[C:35]([BH3-])#N.[Na+].